From a dataset of Full USPTO retrosynthesis dataset with 1.9M reactions from patents (1976-2016). Predict the reactants needed to synthesize the given product. (1) Given the product [O:1]1[CH:5]=[CH:4][C:3]([C:6]2[CH:11]=[CH:10][C:9]([NH2:12])=[CH:8][CH:7]=2)=[CH:2]1, predict the reactants needed to synthesize it. The reactants are: [O:1]1[CH:5]=[CH:4][C:3]([C:6]2[CH:11]=[CH:10][C:9]([N+:12]([O-])=O)=[CH:8][CH:7]=2)=[CH:2]1. (2) Given the product [CH2:7]([O:6][CH2:5][C@@H:2]1[CH2:3][CH2:21][S:22](=[O:24])(=[O:23])[NH:1]1)[C:8]1[CH:13]=[CH:12][CH:11]=[CH:10][CH:9]=1, predict the reactants needed to synthesize it. The reactants are: [NH2:1][C@H:2]([CH2:5][O:6][CH2:7][C:8]1[CH:13]=[CH:12][CH:11]=[CH:10][CH:9]=1)[CH2:3]O.C(N(CC)CC)C.[CH3:21][S:22](Cl)(=[O:24])=[O:23].O. (3) Given the product [CH:1]1([C:7]2[CH:8]=[CH:9][C:10]([C:13]3[O:14][C:15]([CH3:34])=[C:16]([CH2:18][CH2:19][O:20][C:21]4[CH:30]=[CH:29][CH:28]=[C:27]5[C:22]=4[CH2:23][CH2:24][CH:25]=[C:26]5[CH2:31][CH:32]=[O:33])[N:17]=3)=[CH:11][CH:12]=2)[CH2:6][CH2:5][CH2:4][CH2:3][CH2:2]1, predict the reactants needed to synthesize it. The reactants are: [CH:1]1([C:7]2[CH:12]=[CH:11][C:10]([C:13]3[O:14][C:15]([CH3:34])=[C:16]([CH2:18][CH2:19][O:20][C:21]4[CH:30]=[CH:29][CH:28]=[C:27]5[C:22]=4[CH2:23][CH2:24][CH:25]=[C:26]5[CH2:31][CH2:32][OH:33])[N:17]=3)=[CH:9][CH:8]=2)[CH2:6][CH2:5][CH2:4][CH2:3][CH2:2]1.O.